This data is from Peptide-MHC class I binding affinity with 185,985 pairs from IEDB/IMGT. The task is: Regression. Given a peptide amino acid sequence and an MHC pseudo amino acid sequence, predict their binding affinity value. This is MHC class I binding data. The peptide sequence is NCYPYDVPDY. The MHC is HLA-A01:01 with pseudo-sequence HLA-A01:01. The binding affinity (normalized) is 0.